From a dataset of Reaction yield outcomes from USPTO patents with 853,638 reactions. Predict the reaction yield, written as a fraction of the theoretical maximum amount of product (1.0 means a 100% yield; for example, 0.34 means a 34% yield). (1) The reactants are [CH2:1]([O:3][C:4]([C:6]1[C:10]([N+:11]([O-])=O)=[CH:9][NH:8][N:7]=1)=[O:5])[CH3:2]. The catalyst is CCO.[Pd]. The product is [CH2:1]([O:3][C:4]([C:6]1[C:10]([NH2:11])=[CH:9][NH:8][N:7]=1)=[O:5])[CH3:2]. The yield is 0.980. (2) The reactants are Cl[C:2]1[C:3]([NH:12][S:13]([C:16]2[N:17]=[CH:18][N:19]([CH3:21])[CH:20]=2)(=[O:15])=[O:14])=[N:4][C:5]2[C:10]([N:11]=1)=[CH:9][CH:8]=[CH:7][CH:6]=2.C(OC([N:29]1[CH2:34][CH2:33][CH:32]([CH2:35][C:36]2[CH:41]=[CH:40][C:39]([O:42][CH3:43])=[CH:38][C:37]=2[NH2:44])[CH2:31][CH2:30]1)=O)(C)(C)C.CCO.CC(O)=O. The catalyst is O. The product is [CH3:43][O:42][C:39]1[CH:40]=[CH:41][C:36]([CH2:35][CH:32]2[CH2:33][CH2:34][NH:29][CH2:30][CH2:31]2)=[C:37]([NH:44][C:2]2[C:3]([NH:12][S:13]([C:16]3[N:17]=[CH:18][N:19]([CH3:21])[CH:20]=3)(=[O:15])=[O:14])=[N:4][C:5]3[C:10]([N:11]=2)=[CH:9][CH:8]=[CH:7][CH:6]=3)[CH:38]=1. The yield is 0.350. (3) The reactants are C(Cl)CCl.C1C=[CH:7][C:8]2[N:13](O)N=N[C:9]=2[CH:10]=1.[C:15]([C:17]1[CH:22]=[CH:21][C:20]([C:23]2[CH:24]=[N:25][N:26]([C:29]3[CH:37]=[CH:36][C:32]([C:33]([OH:35])=O)=[CH:31][N:30]=3)[C:27]=2[OH:28])=[CH:19][CH:18]=1)#[N:16].Cl.CC1(N)CC1.CCN(C(C)C)C(C)C. The catalyst is CN(C=O)C.CS(C)=O. The product is [C:15]([C:17]1[CH:18]=[CH:19][C:20]([C:23]2[CH:24]=[N:25][N:26]([C:29]3[CH:37]=[CH:36][C:32]([C:33]([NH:13][C:8]4([CH3:7])[CH2:10][CH2:9]4)=[O:35])=[CH:31][N:30]=3)[C:27]=2[OH:28])=[CH:21][CH:22]=1)#[N:16]. The yield is 0.511. (4) The reactants are [NH2:1][C:2]1[N:6]([C:7]2[CH:16]=[CH:15][C:10]3[NH:11][C:12]([CH3:14])=[N:13][C:9]=3[CH:8]=2)[N:5]=[CH:4][C:3]=1[C:17]([C:19]1[N:20]([S:29]([C:32]2[CH:37]=[CH:36][C:35]([CH3:38])=[CH:34][CH:33]=2)(=[O:31])=[O:30])[C:21]2[C:26]([CH:27]=1)=[CH:25][CH:24]=[C:23](I)[CH:22]=2)=[O:18].[CH3:39][S:40]([NH2:43])(=[O:42])=[O:41].N(CC(O)=O)C.P([O-])([O-])([O-])=O.[K+].[K+].[K+].[Cl-].[NH4+]. The catalyst is CN1CCCC1=O.[Cu]I. The product is [NH2:1][C:2]1[N:6]([C:7]2[CH:16]=[CH:15][C:10]3[NH:11][C:12]([CH3:14])=[N:13][C:9]=3[CH:8]=2)[N:5]=[CH:4][C:3]=1[C:17]([C:19]1[N:20]([S:29]([C:32]2[CH:37]=[CH:36][C:35]([CH3:38])=[CH:34][CH:33]=2)(=[O:31])=[O:30])[C:21]2[C:26]([CH:27]=1)=[CH:25][CH:24]=[C:23]([NH:43][S:40]([CH3:39])(=[O:42])=[O:41])[CH:22]=2)=[O:18]. The yield is 0.240. (5) The reactants are C(OC([N:8]([S:26]([CH2:29]P(OCC)(OCC)=O)(=[O:28])=[O:27])[CH2:9][CH2:10][N:11]([C:19]1[CH:24]=[C:23]([CH3:25])[CH:22]=[CH:21][N:20]=1)[C:12](=[O:18])[O:13][C:14]([CH3:17])([CH3:16])[CH3:15])=O)(C)(C)C.[H-].[Na+].C(O[CH:43](O)[C:44]([F:47])([F:46])[F:45])C. The catalyst is C1COCC1. The product is [CH3:25][C:23]1[CH:22]=[CH:21][N:20]=[C:19]([N:11]([CH2:10][CH2:9][NH:8][S:26](/[CH:29]=[CH:43]/[C:44]([F:47])([F:46])[F:45])(=[O:27])=[O:28])[C:12](=[O:18])[O:13][C:14]([CH3:15])([CH3:16])[CH3:17])[CH:24]=1. The yield is 0.390.